Task: Regression. Given a peptide amino acid sequence and an MHC pseudo amino acid sequence, predict their binding affinity value. This is MHC class II binding data.. Dataset: Peptide-MHC class II binding affinity with 134,281 pairs from IEDB (1) The peptide sequence is QKLIEDINASFRAAM. The MHC is HLA-DQA10401-DQB10402 with pseudo-sequence HLA-DQA10401-DQB10402. The binding affinity (normalized) is 0.261. (2) The peptide sequence is LCHICWKPLPTSITV. The MHC is DRB5_0101 with pseudo-sequence DRB5_0101. The binding affinity (normalized) is 0.375. (3) The peptide sequence is KTDCTKEVEEAWASA. The MHC is HLA-DQA10501-DQB10301 with pseudo-sequence HLA-DQA10501-DQB10301. The binding affinity (normalized) is 0.194. (4) The peptide sequence is QRPLVTIKIGGQLKE. The MHC is DRB1_0101 with pseudo-sequence DRB1_0101. The binding affinity (normalized) is 0.640.